From a dataset of Reaction yield outcomes from USPTO patents with 853,638 reactions. Predict the reaction yield, written as a fraction of the theoretical maximum amount of product (1.0 means a 100% yield; for example, 0.34 means a 34% yield). (1) The reactants are Cl[C:2]1[N:7]=[C:6]([O:8][CH2:9][C:10]([F:13])([F:12])[F:11])[N:5]=[C:4]([NH:14][C:15]2[CH:27]=[CH:26][C:18]([C:19]([O:21][C:22]([CH3:25])([CH3:24])[CH3:23])=[O:20])=[CH:17][CH:16]=2)[N:3]=1.[Br:28][C:29]1[CH:30]=[C:31]([C:35]2([NH2:38])[CH2:37][CH2:36]2)[CH:32]=[CH:33][CH:34]=1. The catalyst is C1COCC1. The product is [Br:28][C:29]1[CH:30]=[C:31]([C:35]2([NH:38][C:2]3[N:7]=[C:6]([O:8][CH2:9][C:10]([F:13])([F:12])[F:11])[N:5]=[C:4]([NH:14][C:15]4[CH:27]=[CH:26][C:18]([C:19]([O:21][C:22]([CH3:25])([CH3:24])[CH3:23])=[O:20])=[CH:17][CH:16]=4)[N:3]=3)[CH2:36][CH2:37]2)[CH:32]=[CH:33][CH:34]=1. The yield is 0.350. (2) The reactants are C(OC([C@H:8]1[NH:13][C:12]([CH3:18])([C:14]([NH:16][NH2:17])=[O:15])[CH2:11][C:10](=[O:19])[N:9]1[CH3:20])=O)(C)(C)C.[Cl:21][C:22]1[CH:23]=[C:24]([N:28]=[C:29]=O)[CH:25]=[CH:26][CH:27]=1.S(Cl)(C1C=CC(C)=CC=1)(=O)=O.CC[N:44](CC)CC. The catalyst is C(Cl)Cl.CN(C1C=CN=CC=1)C. The product is [Cl:21][C:22]1[CH:23]=[C:24]([NH:28][C:29]2[O:15][C:14]([C@@:12]3([CH3:18])[NH:13][C:8](=[NH:44])[N:9]([CH3:20])[C:10](=[O:19])[CH2:11]3)=[N:16][N:17]=2)[CH:25]=[CH:26][CH:27]=1. The yield is 0.100. (3) The reactants are Br[CH2:2][C:3]1[C:4]([C:10]([O:12]C)=O)=[N:5][C:6]([Cl:9])=[CH:7][CH:8]=1.[F:14][C:15]1[CH:22]=[CH:21][C:18]([CH2:19][NH2:20])=[CH:17][CH:16]=1. The catalyst is CO. The product is [Cl:9][C:6]1[N:5]=[C:4]2[C:10](=[O:12])[N:20]([CH2:19][C:18]3[CH:21]=[CH:22][C:15]([F:14])=[CH:16][CH:17]=3)[CH2:2][C:3]2=[CH:8][CH:7]=1. The yield is 0.720. (4) The catalyst is N.CCO. The reactants are [Br:1][C:2]1[CH:3]=[C:4]2[C:11]3([C:15](=[O:16])[N:14]([CH3:17])[C:13](SC)=[N:12]3)[CH2:10][C:9]([CH3:26])([C:20]3[CH:25]=[CH:24][CH:23]=[CH:22][CH:21]=3)[O:8][C:5]2=[CH:6][CH:7]=1.[NH4+:27].[I-]. The product is [NH2:27][C:13]1[N:14]([CH3:17])[C:15](=[O:16])[C:11]2([C:4]3[C:5](=[CH:6][CH:7]=[C:2]([Br:1])[CH:3]=3)[O:8][C:9]([CH3:26])([C:20]3[CH:25]=[CH:24][CH:23]=[CH:22][CH:21]=3)[CH2:10]2)[N:12]=1. The yield is 0.180. (5) The reactants are [O:1]=[C:2]1[O:6][N:5]=[C:4]([C:7]2[CH:12]=[CH:11][CH:10]=[CH:9][C:8]=2[C:13]2[CH:18]=[CH:17][C:16]([CH2:19][C:20]3[C:21](=[O:43])[N:22]([C@H:32]4[CH2:37][CH2:36][C@H:35]([O:38][CH2:39][C:40](=O)[CH3:41])[CH2:34][CH2:33]4)[C:23]4[N:24]([N:29]=[CH:30][N:31]=4)[C:25]=3[CH2:26][CH2:27][CH3:28])=[CH:15][CH:14]=2)[NH:3]1.Cl.[NH2:45][O:46][CH3:47].N1C=CC=CC=1.Cl. The catalyst is O.C(OCC)(=O)C. The product is [CH3:47][O:46]/[N:45]=[C:40](\[CH3:41])/[CH2:39][O:38][C@H:35]1[CH2:34][CH2:33][C@H:32]([N:22]2[C:21](=[O:43])[C:20]([CH2:19][C:16]3[CH:17]=[CH:18][C:13]([C:8]4[CH:9]=[CH:10][CH:11]=[CH:12][C:7]=4[C:4]4[NH:3][C:2](=[O:1])[O:6][N:5]=4)=[CH:14][CH:15]=3)=[C:25]([CH2:26][CH2:27][CH3:28])[N:24]3[N:29]=[CH:30][N:31]=[C:23]23)[CH2:37][CH2:36]1. The yield is 0.700.